The task is: Predict the reaction yield, written as a fraction of the theoretical maximum amount of product (1.0 means a 100% yield; for example, 0.34 means a 34% yield).. This data is from Reaction yield outcomes from USPTO patents with 853,638 reactions. (1) The reactants are [Br:1][C:2]1[CH:3]=[C:4]([CH:12]([CH2:16][CH:17]2[CH2:21][CH2:20][CH2:19][CH2:18]2)[C:13]([OH:15])=O)[CH:5]=[CH:6][C:7]=1[S:8]([CH3:11])(=[O:10])=[O:9].C1(P(C2C=CC=CC=2)C2C=CC=CC=2)C=CC=CC=1.BrN1C(=O)CCC1=O.[NH2:49][C:50]1[CH:55]=[N:54][CH:53]=[CH:52][N:51]=1. The catalyst is C(Cl)Cl. The product is [Br:1][C:2]1[CH:3]=[C:4]([CH:12]([CH2:16][CH:17]2[CH2:21][CH2:20][CH2:19][CH2:18]2)[C:13]([NH:49][C:50]2[CH:55]=[N:54][CH:53]=[CH:52][N:51]=2)=[O:15])[CH:5]=[CH:6][C:7]=1[S:8]([CH3:11])(=[O:9])=[O:10]. The yield is 0.160. (2) The reactants are [N:1]1([CH2:7][C:8]2[CH:24]=[CH:23][C:11]3[NH:12][C:13]([C:15]4[C:19]([N+:20]([O-])=O)=[CH:18][NH:17][N:16]=4)=[N:14][C:10]=3[CH:9]=2)[CH2:6][CH2:5][O:4][CH2:3][CH2:2]1. The catalyst is [Pd].CN(C=O)C. The product is [N:1]1([CH2:7][C:8]2[CH:24]=[CH:23][C:11]3[NH:12][C:13]([C:15]4[C:19]([NH2:20])=[CH:18][NH:17][N:16]=4)=[N:14][C:10]=3[CH:9]=2)[CH2:6][CH2:5][O:4][CH2:3][CH2:2]1. The yield is 0.710. (3) The reactants are [CH3:1][O:2][C:3](=[O:39])[CH2:4][CH2:5][CH:6]([N:14]([CH2:21][C:22]1[N:23]=[C:24]2[C:29](=[N:30][CH:31]=1)[N:28]=[C:27]([NH:32][C:33](=[O:37])[CH:34]([CH3:36])[CH3:35])[NH:26][C:25]2=[O:38])[C:15](=[O:20])[C:16]([F:19])([F:18])[F:17])[C:7]([O:9]C(C)(C)C)=[O:8]. The catalyst is C(O)(C(F)(F)F)=O.ClCCl. The product is [CH3:1][O:2][C:3](=[O:39])[CH2:4][CH2:5][CH:6]([N:14]([CH2:21][C:22]1[N:23]=[C:24]2[C:29](=[N:30][CH:31]=1)[N:28]=[C:27]([NH:32][C:33](=[O:37])[CH:34]([CH3:35])[CH3:36])[NH:26][C:25]2=[O:38])[C:15](=[O:20])[C:16]([F:19])([F:18])[F:17])[C:7]([OH:9])=[O:8]. The yield is 0.960. (4) The reactants are [CH2:1]([NH2:13])[CH2:2][CH2:3][CH2:4][CH2:5][CH2:6][CH2:7][CH2:8][CH2:9][CH2:10][CH2:11][CH3:12].[Li]CCCC.C([O:21][C:22](=O)[C:23]1[CH:28]=[C:27]([C:29]2[CH:34]=[CH:33][C:32]([F:35])=[C:31]([Cl:36])[CH:30]=2)[C:26]([O:37][CH2:38][CH2:39][OH:40])=[C:25]([Br:41])[CH:24]=1)C. The catalyst is C1COCC1.O.Cl. The product is [CH2:1]([NH:13][C:22](=[O:21])[C:23]1[CH:28]=[C:27]([C:29]2[CH:34]=[CH:33][C:32]([F:35])=[C:31]([Cl:36])[CH:30]=2)[C:26]([O:37][CH2:38][CH2:39][OH:40])=[C:25]([Br:41])[CH:24]=1)[CH2:2][CH2:3][CH2:4][CH2:5][CH2:6][CH2:7][CH2:8][CH2:9][CH2:10][CH2:11][CH3:12]. The yield is 0.580. (5) The reactants are Cl[C:2]1[N:7]=[CH:6][N:5]=[C:4]([C:8]([C:10]2[C:18]3[CH:17]=[N:16][CH:15]=[N:14][C:13]=3[N:12]([CH:19]([CH3:21])[CH3:20])[CH:11]=2)=[O:9])[CH:3]=1.[OH-].[NH4+:23]. No catalyst specified. The product is [NH2:23][C:2]1[N:7]=[CH:6][N:5]=[C:4]([C:8]([C:10]2[C:18]3[CH:17]=[N:16][CH:15]=[N:14][C:13]=3[N:12]([CH:19]([CH3:21])[CH3:20])[CH:11]=2)=[O:9])[CH:3]=1. The yield is 0.840. (6) The product is [C:1]([O:5][C:6]([N:8]1[CH2:17][CH2:16][C:15]2[C:10](=[CH:11][CH:12]=[C:13]([C:64]3[CH:63]=[N:62][C:61]([CH:58]4[CH2:60][CH2:59]4)=[N:66][CH:65]=3)[CH:14]=2)[CH2:9]1)=[O:7])([CH3:4])([CH3:3])[CH3:2]. The yield is 0.760. The reactants are [C:1]([O:5][C:6]([N:8]1[CH2:17][CH2:16][C:15]2[C:10](=[CH:11][CH:12]=[C:13](OS(C(F)(F)F)(=O)=O)[CH:14]=2)[CH2:9]1)=[O:7])([CH3:4])([CH3:3])[CH3:2].C([O-])(=O)C.[K+].B1(B2OC(C)(C)C(C)(C)O2)OC(C)(C)C(C)(C)O1.O.P([O-])([O-])([O-])=O.[K+].[K+].[K+].[CH:58]1([C:61]2[N:66]=[CH:65][C:64](Br)=[CH:63][N:62]=2)[CH2:60][CH2:59]1.C(=O)(O)[O-].[Na+]. The catalyst is CN(C=O)C.C1C=CC(P(C2C=CC=CC=2)[C-]2C=CC=C2)=CC=1.C1C=CC(P(C2C=CC=CC=2)[C-]2C=CC=C2)=CC=1.[Fe+2]. (7) The reactants are Cl.O.[OH:3][CH2:4][C@H:5]([NH:10][C:11]1[C:12]2[S:40][C:39]([O:41]C)=[N:38][C:13]=2[N:14]=[C:15]([S:17][S:18][C:19]2[N:20]=[C:21]([NH:30][C@H:31]([CH2:34][CH:35]([CH3:37])[CH3:36])[CH2:32][OH:33])[C:22]3[S:27][C:26]([O:28]C)=[N:25][C:23]=3[N:24]=2)[N:16]=1)[CH2:6][CH:7]([CH3:9])[CH3:8]. The catalyst is O1CCOCC1. The product is [OH:3][CH2:4][C@H:5]([NH:10][C:11]1[C:12]2[S:40][C:39](=[O:41])[NH:38][C:13]=2[N:14]=[C:15]([S:17][S:18][C:19]2[N:20]=[C:21]([NH:30][C@@H:31]([CH2:32][OH:33])[CH2:34][CH:35]([CH3:36])[CH3:37])[C:22]3[S:27][C:26](=[O:28])[NH:25][C:23]=3[N:24]=2)[N:16]=1)[CH2:6][CH:7]([CH3:8])[CH3:9]. The yield is 0.420.